From a dataset of Reaction yield outcomes from USPTO patents with 853,638 reactions. Predict the reaction yield, written as a fraction of the theoretical maximum amount of product (1.0 means a 100% yield; for example, 0.34 means a 34% yield). (1) The reactants are Br[C:2]1[CH:3]=[C:4]([CH:6]=[CH:7][CH:8]=1)[NH2:5].[CH2:9]([NH2:15])[CH2:10][CH2:11][CH2:12][CH2:13][CH3:14]. No catalyst specified. The product is [NH2:15][C:9]1[CH:14]=[C:13]([CH:12]=[CH:11][CH:10]=1)[NH:5][CH2:4][CH2:3][CH2:2][CH2:8][CH2:7][CH3:6]. The yield is 0.710. (2) The reactants are Cl.[NH2:2][C:3]1[N:4]=[C:5]2[CH:10]=[CH:9][C:8]([O:11][C:12]3[CH:13]=[CH:14][C:15]([F:28])=[C:16]([NH:18][C:19]([C:21]4[N:25]([CH3:26])[N:24]=[C:23]([CH3:27])[CH:22]=4)=[O:20])[CH:17]=3)=[N:7][N:6]2[CH:29]=1.[CH3:30][CH:31]([CH3:35])[C:32](Cl)=[O:33]. The catalyst is CN(C)C(=O)C. The product is [F:28][C:15]1[CH:14]=[CH:13][C:12]([O:11][C:8]2[CH:9]=[CH:10][C:5]3[N:6]([CH:29]=[C:3]([NH:2][C:32](=[O:33])[CH:31]([CH3:35])[CH3:30])[N:4]=3)[N:7]=2)=[CH:17][C:16]=1[NH:18][C:19]([C:21]1[N:25]([CH3:26])[N:24]=[C:23]([CH3:27])[CH:22]=1)=[O:20]. The yield is 0.450. (3) The reactants are [CH2:1]([O:8][NH:9][C@H:10]1[CH2:15][N:14]([C:16]([O:18][C:19]([CH3:22])([CH3:21])[CH3:20])=[O:17])[C@H:13]([C:23]([OH:25])=O)[CH2:12][CH2:11]1)[C:2]1[CH:7]=[CH:6][CH:5]=[CH:4][CH:3]=1.Cl.C(N=C=NCCCN(C)C)C.[C:38]([C:42]1[CH:47]=[CH:46][C:45]([SH:48])=[CH:44][CH:43]=1)([CH3:41])([CH3:40])[CH3:39]. The catalyst is ClCCl.C(OCC)(=O)C. The product is [CH2:1]([O:8][NH:9][C@H:10]1[CH2:15][N:14]([C:16]([O:18][C:19]([CH3:20])([CH3:21])[CH3:22])=[O:17])[C@H:13]([C:23]([S:48][C:45]2[CH:46]=[CH:47][C:42]([C:38]([CH3:41])([CH3:40])[CH3:39])=[CH:43][CH:44]=2)=[O:25])[CH2:12][CH2:11]1)[C:2]1[CH:7]=[CH:6][CH:5]=[CH:4][CH:3]=1. The yield is 0.0600. (4) The reactants are [OH:1][CH2:2][CH2:3][C:4]1[C:13]2[CH2:12][S:11][N:10]=[C:9]([N:14](C(OC(C)(C)C)=O)C(OC(C)(C)C)=O)[C:8]3=[N:29][N:30]([CH2:32][C:33]4[C:38]([CH3:39])=[C:37]([O:40][CH3:41])[C:36]([CH3:42])=[CH:35][N:34]=4)[N:31]=[C:6]([C:7]=23)[CH:5]=1.FC(F)(F)C(O)=O. The catalyst is ClCCl. The product is [NH2:14][C:9]1[C:8]2[C:7]3[C:6](=[N:31][N:30]([CH2:32][C:33]4[C:38]([CH3:39])=[C:37]([O:40][CH3:41])[C:36]([CH3:42])=[CH:35][N:34]=4)[N:29]=2)[CH:5]=[C:4]([CH2:3][CH2:2][OH:1])[C:13]=3[CH2:12][S:11][N:10]=1. The yield is 0.780. (5) The reactants are [Cl:1][C:2]1[N:7]=[C:6]([O:8][C:9]2[CH:10]=[C:11]([CH2:16][OH:17])[CH:12]=[C:13]([CH3:15])[CH:14]=2)[C:5]([CH:18]([CH3:20])[CH3:19])=[C:4]([Cl:21])[N:3]=1.C1C=C[NH+]=CC=1.[O-][Cr](Cl)(=O)=O. No catalyst specified. The product is [Cl:1][C:2]1[N:7]=[C:6]([O:8][C:9]2[CH:10]=[C:11]([CH:12]=[C:13]([CH3:15])[CH:14]=2)[CH:16]=[O:17])[C:5]([CH:18]([CH3:19])[CH3:20])=[C:4]([Cl:21])[N:3]=1. The yield is 0.730.